The task is: Predict the reactants needed to synthesize the given product.. This data is from Full USPTO retrosynthesis dataset with 1.9M reactions from patents (1976-2016). (1) Given the product [Br:1][C:2]1[CH:7]=[CH:6][C:5]([CH2:8][N:9]2[C:21](=[O:22])[C:20]3[C:19](=[CH:29][CH:28]=[CH:27][C:26]=3[O:30][C:31]3[C:36]([F:37])=[CH:35][CH:34]=[CH:33][C:32]=3[C:38]#[N:39])[CH2:18]2)=[C:4]([Cl:10])[CH:3]=1, predict the reactants needed to synthesize it. The reactants are: [Br:1][C:2]1[CH:7]=[CH:6][C:5]([CH2:8][NH2:9])=[C:4]([Cl:10])[CH:3]=1.C(=O)([O-])[O-].[K+].[K+].Br[CH2:18][C:19]1[CH:29]=[CH:28][CH:27]=[C:26]([O:30][C:31]2[C:36]([F:37])=[CH:35][CH:34]=[CH:33][C:32]=2[C:38]#[N:39])[C:20]=1[C:21](OCC)=[O:22]. (2) Given the product [OH:35][C:30]1[CH:31]=[CH:32][CH:33]=[CH:34][C:29]=1[C:2]1[N:6]=[C:5]([N:7]2[CH2:12][CH2:11][CH:10]([NH:13][C:14](=[O:20])[O:15][CH2:16][CH:17]([CH3:19])[CH3:18])[CH2:9][CH2:8]2)[S:4][N:3]=1, predict the reactants needed to synthesize it. The reactants are: Br[C:2]1[N:6]=[C:5]([N:7]2[CH2:12][CH2:11][CH:10]([NH:13][C:14](=[O:20])[O:15][CH2:16][CH:17]([CH3:19])[CH3:18])[CH2:9][CH2:8]2)[S:4][N:3]=1.CC1(C)C(C)(C)OB([C:29]2[CH:34]=[CH:33][CH:32]=[CH:31][C:30]=2[OH:35])O1.C([O-])([O-])=O.[K+].[K+].CC#N.